From a dataset of Catalyst prediction with 721,799 reactions and 888 catalyst types from USPTO. Predict which catalyst facilitates the given reaction. Reactant: Cl[C:2]1[N:7]=[CH:6][C:5]([O:8][CH2:9][CH2:10][C@H:11]([CH:13]2[CH2:18][CH2:17][N:16]([C:19]3[O:23][N:22]=[C:21]([CH:24]([CH3:26])[CH3:25])[N:20]=3)[CH2:15][CH2:14]2)[CH3:12])=[CH:4][N:3]=1.[C:27]([O:31][C:32](=[O:47])[NH:33][C@H:34]1[C@H:38]([C:39]2[CH:44]=[C:43]([F:45])[CH:42]=[CH:41][C:40]=2[F:46])[CH2:37][NH:36][CH2:35]1)([CH3:30])([CH3:29])[CH3:28].C1CCN2C(=NCCC2)CC1. Product: [C:27]([O:31][C:32](=[O:47])[NH:33][C@H:34]1[C@H:38]([C:39]2[CH:44]=[C:43]([F:45])[CH:42]=[CH:41][C:40]=2[F:46])[CH2:37][N:36]([C:2]2[N:7]=[CH:6][C:5]([O:8][CH2:9][CH2:10][C@H:11]([CH:13]3[CH2:18][CH2:17][N:16]([C:19]4[O:23][N:22]=[C:21]([CH:24]([CH3:26])[CH3:25])[N:20]=4)[CH2:15][CH2:14]3)[CH3:12])=[CH:4][N:3]=2)[CH2:35]1)([CH3:30])([CH3:28])[CH3:29]. The catalyst class is: 16.